From a dataset of Forward reaction prediction with 1.9M reactions from USPTO patents (1976-2016). Predict the product of the given reaction. (1) Given the reactants [CH3:1][C:2]1[CH:28]=[CH:27][C:5]([C:6]([N:8]=[C:9]2[N:13]([CH:14]([CH2:20][CH3:21])[C:15]([O:17]CC)=[O:16])[C:12]3[CH:22]=[CH:23][C:24]([CH3:26])=[CH:25][C:11]=3[S:10]2)=[O:7])=[CH:4][CH:3]=1.O1CCCC1.[OH-].[Na+], predict the reaction product. The product is: [CH3:26][C:24]1[CH:23]=[CH:22][C:12]2[N:13]([CH:14]([CH2:20][CH3:21])[C:15]([OH:17])=[O:16])[C:9](=[N:8][C:6](=[O:7])[C:5]3[CH:4]=[CH:3][C:2]([CH3:1])=[CH:28][CH:27]=3)[S:10][C:11]=2[CH:25]=1. (2) Given the reactants FC(F)(CC1C(=O)N(C(C)C)C(=O)NC1=O)[C@@H](NC(=O)OC(C)(C)C)C1C=CC=CC=1.FC(F)(C(C1C(=O)N(C(C)C)C(=O)NC1=O)=O)[C@@H](NC(=O)OC(C)(C)C)C1C=CC=CC=1.Cl.[NH2:65][C@:66]([C:81]1[CH:86]=[CH:85][CH:84]=[C:83]([F:87])[CH:82]=1)([CH3:80])[CH2:67][C:68]([CH:70]1[C:75](=[O:76])[N:74]([CH3:77])[C:73](=[O:78])[NH:72][C:71]1=[O:79])=O, predict the reaction product. The product is: [NH2:65][C@:66]([C:81]1[CH:86]=[CH:85][CH:84]=[C:83]([F:87])[CH:82]=1)([CH3:80])[CH2:67][CH2:68][CH:70]1[C:75](=[O:76])[N:74]([CH3:77])[C:73](=[O:78])[NH:72][C:71]1=[O:79]. (3) Given the reactants C([O:8][C:9]1[CH:36]=[CH:35][C:12]([O:13][CH2:14][C@@H:15]([OH:34])[CH2:16][N:17]2[CH2:22][CH2:21][N:20]([S:23]([C:26]3[CH:31]=[CH:30][C:29]([O:32][CH3:33])=[CH:28][CH:27]=3)(=[O:25])=[O:24])[CH2:19][CH2:18]2)=[CH:11][CH:10]=1)C1C=CC=CC=1.[K+].[Br-].N1CCNCC1, predict the reaction product. The product is: [OH:34][C@@H:15]([CH2:16][N:17]1[CH2:22][CH2:21][N:20]([S:23]([C:26]2[CH:27]=[CH:28][C:29]([O:32][CH3:33])=[CH:30][CH:31]=2)(=[O:24])=[O:25])[CH2:19][CH2:18]1)[CH2:14][O:13][C:12]1[CH:35]=[CH:36][C:9]([OH:8])=[CH:10][CH:11]=1.